From a dataset of NCI-60 drug combinations with 297,098 pairs across 59 cell lines. Regression. Given two drug SMILES strings and cell line genomic features, predict the synergy score measuring deviation from expected non-interaction effect. (1) Drug 1: C1=NC2=C(N1)C(=S)N=CN2. Drug 2: CC12CCC3C(C1CCC2OP(=O)(O)O)CCC4=C3C=CC(=C4)OC(=O)N(CCCl)CCCl.[Na+]. Cell line: MOLT-4. Synergy scores: CSS=42.3, Synergy_ZIP=-11.1, Synergy_Bliss=-11.3, Synergy_Loewe=-35.5, Synergy_HSA=-6.06. (2) Drug 1: CC12CCC(CC1=CCC3C2CCC4(C3CC=C4C5=CN=CC=C5)C)O. Drug 2: COC1=C2C(=CC3=C1OC=C3)C=CC(=O)O2. Cell line: SK-MEL-2. Synergy scores: CSS=3.34, Synergy_ZIP=1.16, Synergy_Bliss=4.24, Synergy_Loewe=0.333, Synergy_HSA=1.20. (3) Drug 1: CC1=C2C(C(=O)C3(C(CC4C(C3C(C(C2(C)C)(CC1OC(=O)C(C(C5=CC=CC=C5)NC(=O)OC(C)(C)C)O)O)OC(=O)C6=CC=CC=C6)(CO4)OC(=O)C)O)C)O. Drug 2: CN1C2=C(C=C(C=C2)N(CCCl)CCCl)N=C1CCCC(=O)O.Cl. Cell line: ACHN. Synergy scores: CSS=6.19, Synergy_ZIP=-0.612, Synergy_Bliss=1.84, Synergy_Loewe=-11.1, Synergy_HSA=-1.97.